This data is from Peptide-MHC class I binding affinity with 185,985 pairs from IEDB/IMGT. The task is: Regression. Given a peptide amino acid sequence and an MHC pseudo amino acid sequence, predict their binding affinity value. This is MHC class I binding data. (1) The peptide sequence is YRSGVPVEK. The MHC is HLA-B73:01 with pseudo-sequence HLA-B73:01. The binding affinity (normalized) is 0.0847. (2) The peptide sequence is FQPQNVQFI. The MHC is H-2-Kb with pseudo-sequence H-2-Kb. The binding affinity (normalized) is 0.0258. (3) The peptide sequence is DVKASMLEKY. The MHC is HLA-A11:01 with pseudo-sequence HLA-A11:01. The binding affinity (normalized) is 0.214. (4) The peptide sequence is ASLLSEENL. The MHC is H-2-Db with pseudo-sequence H-2-Db. The binding affinity (normalized) is 0.0480. (5) The peptide sequence is KEYGEDLKI. The MHC is Mamu-A11 with pseudo-sequence Mamu-A11. The binding affinity (normalized) is 1.00. (6) The peptide sequence is GMRDVSFEL. The MHC is HLA-A02:50 with pseudo-sequence HLA-A02:50. The binding affinity (normalized) is 1.00. (7) The peptide sequence is SPVTVKNVF. The MHC is HLA-A30:02 with pseudo-sequence HLA-A30:02. The binding affinity (normalized) is 0.288.